This data is from HIV replication inhibition screening data with 41,000+ compounds from the AIDS Antiviral Screen. The task is: Binary Classification. Given a drug SMILES string, predict its activity (active/inactive) in a high-throughput screening assay against a specified biological target. (1) The drug is OC(Cn1cncn1)(Cn1cncn1)c1ccc(Cl)cc1Cl. The result is 0 (inactive). (2) The compound is O=C(C=Cc1ccccc1F)c1ccccc1. The result is 0 (inactive). (3) The drug is [O+]#C[V+]1234(C#[O+])(C#[O+])(C#[O+])C5=C1[C-]2C3=C54. The result is 0 (inactive). (4) The compound is COc1cc2c(c(O)c1C)C(=O)CC(c1ccccc1)O2. The result is 0 (inactive). (5) The compound is Cc1c(Cc2ccccc2)n(C(C)OCCN(O)C(N)=O)c(=O)[nH]c1=O. The result is 0 (inactive). (6) The drug is O=[N+]([O-])c1ccc(O)c(C=NNC(=S)N2CCCCC2)c1. The result is 0 (inactive). (7) The compound is COc1ccc(C=C2CCC(C)c3c2nc(N)c(C#N)c3-c2ccc(OC)c(OC)c2)cc1OC. The result is 0 (inactive).